From a dataset of Forward reaction prediction with 1.9M reactions from USPTO patents (1976-2016). Predict the product of the given reaction. (1) Given the reactants [Li]CCCC.[Si:6]([O:13][CH2:14][C:15]1[N:16]=[N:17][N:18]([CH3:20])[CH:19]=1)([C:9]([CH3:12])([CH3:11])[CH3:10])([CH3:8])[CH3:7].CN([CH:24]=[O:25])C.[BH4-].[Na+].[NH4+].[Cl-], predict the reaction product. The product is: [CH3:10][C:9]([Si:6]([CH3:7])([CH3:8])[O:13][CH2:14][C:15]1[N:16]=[N:17][N:18]([CH3:20])[C:19]=1[CH2:24][OH:25])([CH3:12])[CH3:11]. (2) Given the reactants Cl[C:2](=[O:7])[C:3]([O:5][CH3:6])=[O:4].[NH2:8][C:9]1[CH:14]=[CH:13][C:12]([Cl:15])=[CH:11][N:10]=1.C(=O)([O-])O.[Na+].[Cl-].[NH4+], predict the reaction product. The product is: [Cl:15][C:12]1[CH:13]=[CH:14][C:9]([NH:8][C:2](=[O:7])[C:3]([O:5][CH3:6])=[O:4])=[N:10][CH:11]=1. (3) Given the reactants [S:1](=[O:30])(=[O:29])([O:3][CH2:4][C@H:5]1[CH2:9][C@@H:8]([NH:10][C:11]2[N:16]3[N:17]=[C:18]([C:20]4[CH:25]=[CH:24][CH:23]=[CH:22][N:21]=4)[CH:19]=[C:15]3[N:14]=[C:13](Cl)[CH:12]=2)[C@H:7]([OH:27])[C@@H:6]1[OH:28])[NH2:2].CO, predict the reaction product. The product is: [S:1](=[O:30])(=[O:29])([O:3][CH2:4][C@H:5]1[CH2:9][C@@H:8]([NH:10][C:11]2[N:16]3[N:17]=[C:18]([C:20]4[CH:25]=[CH:24][CH:23]=[CH:22][N:21]=4)[CH:19]=[C:15]3[N:14]=[CH:13][CH:12]=2)[C@H:7]([OH:27])[C@@H:6]1[OH:28])[NH2:2]. (4) Given the reactants [Br:1][C:2]1[C:7]([N+:8]([O-])=O)=[CH:6][CH:5]=[CH:4][C:3]=1[CH2:11][CH3:12].Cl, predict the reaction product. The product is: [Br:1][C:2]1[C:3]([CH2:11][CH3:12])=[CH:4][CH:5]=[CH:6][C:7]=1[NH2:8]. (5) Given the reactants [Cl:1][C:2]1[C:3]([O:8][CH:9]2[CH2:12][CH2:11][CH2:10]2)=[N:4][CH:5]=[CH:6][CH:7]=1.[B:13]1([B:13]2[O:17][C:16]([CH3:19])([CH3:18])[C:15]([CH3:21])([CH3:20])[O:14]2)[O:17][C:16]([CH3:19])([CH3:18])[C:15]([CH3:21])([CH3:20])[O:14]1, predict the reaction product. The product is: [Cl:1][C:2]1[C:3]([O:8][CH:9]2[CH2:12][CH2:11][CH2:10]2)=[N:4][CH:5]=[C:6]([B:13]2[O:17][C:16]([CH3:19])([CH3:18])[C:15]([CH3:21])([CH3:20])[O:14]2)[CH:7]=1. (6) Given the reactants [C:1]1([CH:7]([C:11]2[CH:16]=[CH:15][CH:14]=[CH:13][CH:12]=2)[CH2:8][CH:9]=[CH2:10])[CH:6]=[CH:5][CH:4]=[CH:3][CH:2]=1.[CH3:17][SiH:18]([CH3:24])[O:19][Si:20]([CH3:23])([CH3:22])[CH3:21], predict the reaction product. The product is: [C:1]1([CH:7]([C:11]2[CH:12]=[CH:13][CH:14]=[CH:15][CH:16]=2)[CH2:8][CH2:9][CH2:10][Si:18]([CH3:24])([CH3:17])[O:19][Si:20]([CH3:23])([CH3:22])[CH3:21])[CH:6]=[CH:5][CH:4]=[CH:3][CH:2]=1. (7) The product is: [C:30]([C:23]1[CH:24]=[C:25]([N:28]2[C:6]([C:2]3[O:1][CH:5]=[CH:4][CH:3]=3)=[CH:7][C:8]([C:9]([O:11][CH2:12][CH3:13])=[O:10])=[N:29]2)[CH:26]=[CH:27][C:22]=1[F:21])#[N:31]. Given the reactants [O:1]1[CH:5]=[CH:4][CH:3]=[C:2]1[C:6](=O)[CH2:7][C:8](=O)[C:9]([O:11][CH2:12][CH3:13])=[O:10].[Sn](Cl)(Cl)(Cl)Cl.[F:21][C:22]1[CH:27]=[CH:26][C:25]([NH:28][NH2:29])=[CH:24][C:23]=1[C:30]#[N:31], predict the reaction product. (8) Given the reactants [C:1]([N:4]1[C:13]2[C:8](=[CH:9][C:10]([C:16]([NH2:18])=[O:17])=[C:11]([O:14]C)[CH:12]=2)[CH:7]([NH:19][C:20]2[N:25]=[C:24]([CH3:26])[CH:23]=[CH:22][N:21]=2)[CH:6]([CH3:27])[CH:5]1[CH:28]1[CH2:30][CH2:29]1)(=[O:3])[CH3:2].B(Br)(Br)Br.CO, predict the reaction product. The product is: [C:1]([N:4]1[C:13]2[C:8](=[CH:9][C:10]([C:16]([NH2:18])=[O:17])=[C:11]([OH:14])[CH:12]=2)[CH:7]([NH:19][C:20]2[N:25]=[C:24]([CH3:26])[CH:23]=[CH:22][N:21]=2)[CH:6]([CH3:27])[CH:5]1[CH:28]1[CH2:29][CH2:30]1)(=[O:3])[CH3:2]. (9) Given the reactants [C:1]([O:5][C:6](=[O:19])[NH:7][CH:8]1[CH2:17][C:16]2[C:11](=[CH:12][CH:13]=[C:14]([Br:18])[CH:15]=2)[NH:10][CH2:9]1)([CH3:4])([CH3:3])[CH3:2].[CH:20](=O)[C:21]1[CH:26]=[CH:25][CH:24]=[CH:23][CH:22]=1.[BH-](OC(C)=O)(OC(C)=O)OC(C)=O.[Na+].CC(O)=O, predict the reaction product. The product is: [C:1]([O:5][C:6](=[O:19])[NH:7][CH:8]1[CH2:17][C:16]2[C:11](=[CH:12][CH:13]=[C:14]([Br:18])[CH:15]=2)[N:10]([CH2:20][C:21]2[CH:26]=[CH:25][CH:24]=[CH:23][CH:22]=2)[CH2:9]1)([CH3:4])([CH3:2])[CH3:3].